This data is from Catalyst prediction with 721,799 reactions and 888 catalyst types from USPTO. The task is: Predict which catalyst facilitates the given reaction. (1) Reactant: [CH3:1][C:2]1([CH2:5][OH:6])[CH2:4][CH2:3]1.[C:7]([N:14]1[CH:18]=[CH:17]N=[CH:15]1)(N1C=CN=C1)=[O:8].[CH3:19][N:20]([CH2:27][C:28]1[CH:29]=[N:30][C:31]([C:34]2[CH:39]=[CH:38][C:37]([S:40]([CH3:43])(=[O:42])=[O:41])=[CH:36][CH:35]=2)=[CH:32][CH:33]=1)[CH:21]1CCNC[CH2:22]1. Product: [CH3:19][N:20]([CH2:27][C:28]1[CH:29]=[N:30][C:31]([C:34]2[CH:39]=[CH:38][C:37]([S:40]([CH3:43])(=[O:42])=[O:41])=[CH:36][CH:35]=2)=[CH:32][CH:33]=1)[CH:21]1[CH2:22][CH2:15][N:14]([C:7]([O:6][CH2:5][C:2]2([CH3:1])[CH2:4][CH2:3]2)=[O:8])[CH2:18][CH2:17]1. The catalyst class is: 23. (2) Reactant: Br[C:2]1[CH:14]=[N:13][C:12]2[C:11]3[CH:10]=[CH:9][C:8]([C:15]([O:17][CH3:18])=[O:16])=[CH:7][C:6]=3[N:5]([CH:19]([C:26]3[CH:31]=[CH:30][C:29]([F:32])=[CH:28][CH:27]=3)[CH:20]3[CH2:25][CH2:24][O:23][CH2:22][CH2:21]3)[C:4]=2[CH:3]=1.[CH3:33][C:34]1([CH3:50])[C:38]([CH3:40])([CH3:39])[O:37][B:36]([B:36]2[O:37][C:38]([CH3:40])([CH3:39])[C:34]([CH3:50])([CH3:33])[O:35]2)[O:35]1.CC([O-])=O.[K+]. Product: [F:32][C:29]1[CH:28]=[CH:27][C:26]([CH:19]([CH:20]2[CH2:21][CH2:22][O:23][CH2:24][CH2:25]2)[N:5]2[C:6]3[CH:7]=[C:8]([C:15]([O:17][CH3:18])=[O:16])[CH:9]=[CH:10][C:11]=3[C:12]3[N:13]=[CH:14][C:2]([B:36]4[O:37][C:38]([CH3:40])([CH3:39])[C:34]([CH3:50])([CH3:33])[O:35]4)=[CH:3][C:4]2=3)=[CH:31][CH:30]=1. The catalyst class is: 294. (3) Reactant: [CH2:1]([O:3][C:4](=[O:26])[C:5]([O:23][CH2:24][CH3:25])([CH3:22])[CH:6]([C:8]1[CH:13]=[CH:12][C:11]([O:14][CH2:15][C:16]2[CH:21]=[CH:20][CH:19]=[CH:18][CH:17]=2)=[CH:10][CH:9]=1)O)[CH3:2].C([SiH](CC)CC)C.B(F)(F)F.CCOCC. Product: [CH2:1]([O:3][C:4](=[O:26])[C:5]([O:23][CH2:24][CH3:25])([CH3:22])[CH2:6][C:8]1[CH:13]=[CH:12][C:11]([O:14][CH2:15][C:16]2[CH:17]=[CH:18][CH:19]=[CH:20][CH:21]=2)=[CH:10][CH:9]=1)[CH3:2]. The catalyst class is: 4. (4) Reactant: [NH2:1][CH2:2][CH:3]1[CH2:8][CH2:7][N:6]([C:9]2[C:14]([NH:15][C:16](=[O:24])[C:17]3[CH:22]=[CH:21][CH:20]=[C:19]([Cl:23])[CH:18]=3)=[CH:13][C:12]([S:25]([CH3:28])(=[O:27])=[O:26])=[CH:11][N:10]=2)[CH2:5][CH2:4]1.C(=O)([O-])[O-].[Na+].[Na+].[C:35]1([N:41]=[C:42]=[O:43])[CH:40]=[CH:39][CH:38]=[CH:37][CH:36]=1. Product: [Cl:23][C:19]1[CH:18]=[C:17]([CH:22]=[CH:21][CH:20]=1)[C:16]([NH:15][C:14]1[C:9]([N:6]2[CH2:5][CH2:4][CH:3]([CH2:2][NH:1][C:42]([NH:41][C:35]3[CH:40]=[CH:39][CH:38]=[CH:37][CH:36]=3)=[O:43])[CH2:8][CH2:7]2)=[N:10][CH:11]=[C:12]([S:25]([CH3:28])(=[O:26])=[O:27])[CH:13]=1)=[O:24]. The catalyst class is: 10.